Regression/Classification. Given a drug SMILES string, predict its toxicity properties. Task type varies by dataset: regression for continuous values (e.g., LD50, hERG inhibition percentage) or binary classification for toxic/non-toxic outcomes (e.g., AMES mutagenicity, cardiotoxicity, hepatotoxicity). Dataset: ld50_zhu. From a dataset of Acute oral toxicity (LD50) regression data from Zhu et al.. (1) The molecule is CC(=O)CCc1ccccc1. The rat oral LD50 is 1.67, given as -log10 of the dose in mol/kg body weight (higher means more acutely toxic). (2) The compound is CCOP(=O)(OCC)SC. The rat oral LD50 is 3.59, given as -log10 of the dose in mol/kg body weight (higher means more acutely toxic). (3) The drug is CC(C)=CC1C(C(=O)OCN2C(=O)C3=C(CCCC3)C2=O)C1(C)C. The rat oral LD50 is 1.85, given as -log10 of the dose in mol/kg body weight (higher means more acutely toxic). (4) The molecule is ClC=CCCl. The rat oral LD50 is 2.37, given as -log10 of the dose in mol/kg body weight (higher means more acutely toxic). (5) The molecule is C=CC(=O)OCCCl. The rat oral LD50 is 2.87, given as -log10 of the dose in mol/kg body weight (higher means more acutely toxic).